From a dataset of Full USPTO retrosynthesis dataset with 1.9M reactions from patents (1976-2016). Predict the reactants needed to synthesize the given product. (1) Given the product [C:1]([O:5][C:6](=[O:44])[NH:7][CH2:8][CH2:9][CH2:10][CH2:11][C:12]([N:14]1[CH2:19][CH2:18][N:17]([C:20](=[O:43])[C:21]2[CH:22]=[CH:23][C:24]([NH:27][C:28]3[N:33]=[C:32]([CH:34]4[CH2:39][CH2:38][N:37]([C:54](=[O:57])[CH:55]=[CH2:56])[CH2:36][CH2:35]4)[CH:31]=[CH:30][C:29]=3[C:40](=[O:42])[NH2:41])=[CH:25][CH:26]=2)[CH2:16][CH2:15]1)=[O:13])([CH3:4])([CH3:2])[CH3:3], predict the reactants needed to synthesize it. The reactants are: [C:1]([O:5][C:6](=[O:44])[NH:7][CH2:8][CH2:9][CH2:10][CH2:11][C:12]([N:14]1[CH2:19][CH2:18][N:17]([C:20](=[O:43])[C:21]2[CH:26]=[CH:25][C:24]([NH:27][C:28]3[N:33]=[C:32]([CH:34]4[CH2:39][CH2:38][NH:37][CH2:36][CH2:35]4)[CH:31]=[CH:30][C:29]=3[C:40](=[O:42])[NH2:41])=[CH:23][CH:22]=2)[CH2:16][CH2:15]1)=[O:13])([CH3:4])([CH3:3])[CH3:2].CCN(C(C)C)C(C)C.[C:54](Cl)(=[O:57])[CH:55]=[CH2:56]. (2) Given the product [CH3:27][C:28]1[CH:32]=[C:31]([CH2:33][NH:34][C:2]2[N:7]=[C:6]([NH:8][C:9]3[CH:13]=[C:12]([CH2:14][CH2:15][C:16]4[CH:21]=[CH:20][CH:19]=[C:18]([O:22][CH:23]([CH3:25])[CH3:24])[CH:17]=4)[NH:11][N:10]=3)[CH:5]=[CH:4][N:3]=2)[O:30][N:29]=1, predict the reactants needed to synthesize it. The reactants are: Cl[C:2]1[N:7]=[C:6]([NH:8][C:9]2[CH:13]=[C:12]([CH2:14][CH2:15][C:16]3[CH:21]=[CH:20][CH:19]=[C:18]([O:22][CH:23]([CH3:25])[CH3:24])[CH:17]=3)[NH:11][N:10]=2)[CH:5]=[CH:4][N:3]=1.Cl.[CH3:27][C:28]1[CH:32]=[C:31]([CH2:33][NH2:34])[O:30][N:29]=1.C(N(C(C)C)C(C)C)C. (3) The reactants are: [N:1]([CH2:4][CH2:5][N:6]1[C:10]([NH:11][C:12]([C:25]2[CH:30]=[CH:29][CH:28]=[CH:27][CH:26]=2)([C:19]2[CH:24]=[CH:23][CH:22]=[CH:21][CH:20]=2)[C:13]2[CH:18]=[CH:17][CH:16]=[CH:15][CH:14]=2)=[CH:9][CH:8]=[N:7]1)=[N+]=[N-].[H][H]. Given the product [NH2:1][CH2:4][CH2:5][N:6]1[C:10]([NH:11][C:12]([C:25]2[CH:30]=[CH:29][CH:28]=[CH:27][CH:26]=2)([C:19]2[CH:20]=[CH:21][CH:22]=[CH:23][CH:24]=2)[C:13]2[CH:18]=[CH:17][CH:16]=[CH:15][CH:14]=2)=[CH:9][CH:8]=[N:7]1, predict the reactants needed to synthesize it. (4) Given the product [C:12]([O:11][C:9](=[O:10])[CH:8]([CH:23]([C:27]1[CH:36]=[CH:35][C:30]([C:31]([O:33][CH3:34])=[O:32])=[CH:29][CH:28]=1)[CH2:24][CH2:25][CH3:26])[C:5]1[CH:4]=[CH:3][C:2]([Cl:1])=[CH:7][CH:6]=1)([CH3:15])([CH3:14])[CH3:13], predict the reactants needed to synthesize it. The reactants are: [Cl:1][C:2]1[CH:7]=[CH:6][C:5]([CH2:8][C:9]([O:11][C:12]([CH3:15])([CH3:14])[CH3:13])=[O:10])=[CH:4][CH:3]=1.CC([O-])(C)C.[K+].Br[CH:23]([C:27]1[CH:36]=[CH:35][C:30]([C:31]([O:33][CH3:34])=[O:32])=[CH:29][CH:28]=1)[CH2:24][CH2:25][CH3:26].O. (5) Given the product [Cl:1][C:2]1[N:7]=[CH:6][C:5]([C:8]2([C:9]#[N:10])[CH2:15][CH2:14]2)=[CH:4][CH:3]=1, predict the reactants needed to synthesize it. The reactants are: [Cl:1][C:2]1[N:7]=[CH:6][C:5]([CH2:8][C:9]#[N:10])=[CH:4][CH:3]=1.[OH-].[Na+].Br[CH2:14][CH2:15]Cl. (6) Given the product [C:18]1([CH2:17][CH2:16][C:15]([CH:1]2[CH2:5][CH2:4][CH2:3][CH2:2]2)=[O:24])[CH2:23][CH2:22][CH2:21][CH2:20][CH:19]=1, predict the reactants needed to synthesize it. The reactants are: [CH:1]1([Mg]Br)[CH2:5][CH2:4][CH2:3][CH2:2]1.N1C=CC=CC=1S[C:15](=[O:24])[CH2:16][CH2:17][C:18]1[CH2:23][CH2:22][CH2:21][CH2:20][CH:19]=1. (7) Given the product [Cl:27][C:24]1[CH:25]=[CH:26][C:21]([NH:20][C:19]([CH:17]2[N:16]([C:37]3[C:42]([Cl:43])=[CH:41][CH:40]=[CH:39][N:38]=3)[N:15]=[C:14]([Br:48])[CH2:18]2)=[O:36])=[C:22]([C:28](=[O:35])[NH:29][CH:30]([CH:32]2[CH2:34][CH2:33]2)[CH3:31])[CH:23]=1, predict the reactants needed to synthesize it. The reactants are: [N+](C1C=CC=CC=1S(O[C:14]1[CH2:18][CH:17]([C:19](=[O:36])[NH:20][C:21]2[CH:26]=[CH:25][C:24]([Cl:27])=[CH:23][C:22]=2[C:28](=[O:35])[NH:29][CH:30]([CH:32]2[CH2:34][CH2:33]2)[CH3:31])[N:16]([C:37]2[C:42]([Cl:43])=[CH:41][CH:40]=[CH:39][N:38]=2)[N:15]=1)(=O)=O)([O-])=O.C(O)(=O)C.[BrH:48].C(OCC)(=O)C.[OH-].[Na+].